This data is from Catalyst prediction with 721,799 reactions and 888 catalyst types from USPTO. The task is: Predict which catalyst facilitates the given reaction. (1) Reactant: Br[C:2]1[CH:6]=[C:5]([C:7]#[C:8][CH:9]([CH3:11])[CH3:10])[S:4][C:3]=1[C:12]([O:14][CH3:15])=[O:13].[NH2:16][CH:17]1[CH2:22][CH2:21][N:20]([C:23]([O:25][C:26]([CH3:29])([CH3:28])[CH3:27])=[O:24])[CH2:19][CH2:18]1.C(=O)([O-])[O-].[Cs+].[Cs+].C1(P(C2CCCCC2)C2C=CC=CC=2C2C(OC(C)C)=CC=CC=2OC(C)C)CCCCC1. Product: [C:26]([O:25][C:23]([N:20]1[CH2:21][CH2:22][CH:17]([NH:16][C:2]2[CH:6]=[C:5]([C:7]#[C:8][CH:9]([CH3:11])[CH3:10])[S:4][C:3]=2[C:12]([O:14][CH3:15])=[O:13])[CH2:18][CH2:19]1)=[O:24])([CH3:29])([CH3:27])[CH3:28]. The catalyst class is: 684. (2) Reactant: [CH3:1][N:2]([CH3:12])[C:3]1[CH:11]=[CH:10][C:6]([CH2:7][CH2:8][OH:9])=[CH:5][CH:4]=1.[Cl:13][C:14]1[CH:19]=[N:18][CH:17]=[C:16](Cl)[N:15]=1. Product: [Cl:13][C:14]1[CH:19]=[N:18][CH:17]=[C:16]([O:9][CH2:8][CH2:7][C:6]2[CH:10]=[CH:11][C:3]([N:2]([CH3:1])[CH3:12])=[CH:4][CH:5]=2)[N:15]=1. The catalyst class is: 12. (3) Reactant: CC1(C)[O:7][CH2:6][CH:5]([N:8]2[CH2:17][CH2:16][C:15]3[C:10](=[CH:11][CH:12]=[C:13]([C:18]4[N:22]=[C:21]([C:23]5[CH:24]=[C:25]([C:33]#[N:34])[C:26]([O:29][CH:30]([CH3:32])[CH3:31])=[N:27][CH:28]=5)[O:20][N:19]=4)[CH:14]=3)[CH2:9]2)[CH2:4][O:3]1.[ClH:36].C(=O)([O-])O.[Na+]. Product: [ClH:36].[OH:7][CH2:6][CH:5]([N:8]1[CH2:17][CH2:16][C:15]2[C:10](=[CH:11][CH:12]=[C:13]([C:18]3[N:22]=[C:21]([C:23]4[CH:24]=[C:25]([C:33]#[N:34])[C:26]([O:29][CH:30]([CH3:31])[CH3:32])=[N:27][CH:28]=4)[O:20][N:19]=3)[CH:14]=2)[CH2:9]1)[CH2:4][OH:3]. The catalyst class is: 1. (4) Reactant: [CH3:1][Si:2]([CH3:7])([CH3:6])[C:3]#[C:4][CH3:5].[Li]CCCC.CCCCCC.Br[CH2:20][C:21]#[C:22][C:23]1[CH:28]=[CH:27][C:26]([F:29])=[CH:25][CH:24]=1. Product: [F:29][C:26]1[CH:27]=[CH:28][C:23]([C:22]#[C:21][CH2:20][CH2:5][C:4]#[C:3][Si:2]([CH3:7])([CH3:6])[CH3:1])=[CH:24][CH:25]=1. The catalyst class is: 1. (5) Reactant: [C:1]([C:4]1[C:9](/[CH:10]=[CH:11]/[C:12]([O:14]C(C)(C)C)=[O:13])=[C:8]([F:19])[C:7]([Cl:20])=[CH:6][CH:5]=1)(=[O:3])[CH3:2]. Product: [C:1]([C:4]1[C:9](/[CH:10]=[CH:11]/[C:12]([OH:14])=[O:13])=[C:8]([F:19])[C:7]([Cl:20])=[CH:6][CH:5]=1)(=[O:3])[CH3:2]. The catalyst class is: 157. (6) Reactant: C(O)[C:2]([NH2:7])([CH2:5]O)[CH2:3][OH:4].Cl.[Mg+2].[Cl-].[Cl-].SC[C@H]([C@@H](CS)O)[OH:16].O[C:22]([CH2:24][CH2:25][CH2:26][CH2:27][C@H:28]1[C@@H]2[C@@H](NC(N2)=O)CS1)=[O:23].P(OC[C@H]1O[C@@H](N2C3N=CN=C(N)C=3N=C2)[C@H](O)[C@@H]1O)(OP(OP(O)(O)=O)(O)=O)(=O)O. Product: [NH2:7][C@H:2]([C:3]([OH:4])=[O:16])[CH2:5][C:26]1[CH:25]=[CH:24][C:22]([OH:23])=[CH:28][CH:27]=1. The catalyst class is: 16. (7) Reactant: [CH3:1][O:2][C:3]1[C:4]([Cl:13])=[CH:5][CH:6]=[C:7]([Cl:12])[C:8]=1[C:9]([OH:11])=[O:10].C[C:15]([N:17](C)[CH3:18])=O. Product: [CH3:15][NH2+:17][CH3:18].[Cl:13][C:4]1[C:3]([O:2][CH3:1])=[C:8]([C:7]([Cl:12])=[CH:6][CH:5]=1)[C:9]([OH:11])=[O:10]. The catalyst class is: 6.